Dataset: NCI-60 drug combinations with 297,098 pairs across 59 cell lines. Task: Regression. Given two drug SMILES strings and cell line genomic features, predict the synergy score measuring deviation from expected non-interaction effect. (1) Drug 1: CC(C1=C(C=CC(=C1Cl)F)Cl)OC2=C(N=CC(=C2)C3=CN(N=C3)C4CCNCC4)N. Drug 2: CC1CCCC2(C(O2)CC(NC(=O)CC(C(C(=O)C(C1O)C)(C)C)O)C(=CC3=CSC(=N3)C)C)C. Cell line: OVCAR3. Synergy scores: CSS=4.32, Synergy_ZIP=1.50, Synergy_Bliss=3.32, Synergy_Loewe=-2.92, Synergy_HSA=0.346. (2) Drug 1: CC1CCC2CC(C(=CC=CC=CC(CC(C(=O)C(C(C(=CC(C(=O)CC(OC(=O)C3CCCCN3C(=O)C(=O)C1(O2)O)C(C)CC4CCC(C(C4)OC)O)C)C)O)OC)C)C)C)OC. Drug 2: CC12CCC3C(C1CCC2O)C(CC4=C3C=CC(=C4)O)CCCCCCCCCS(=O)CCCC(C(F)(F)F)(F)F. Cell line: SW-620. Synergy scores: CSS=0.991, Synergy_ZIP=-0.717, Synergy_Bliss=-0.0644, Synergy_Loewe=-1.98, Synergy_HSA=-0.394.